The task is: Predict the reaction yield, written as a fraction of the theoretical maximum amount of product (1.0 means a 100% yield; for example, 0.34 means a 34% yield).. This data is from Reaction yield outcomes from USPTO patents with 853,638 reactions. The reactants are [NH2:1][C:2]1[CH:10]=[CH:9][C:8]([CH3:11])=[CH:7][C:3]=1[C:4]([OH:6])=[O:5].Cl[C:13]([O:15][CH2:16][CH2:17][CH3:18])=O. The catalyst is N1C=CC=CC=1. The product is [CH2:16]([O:15][C:13]1[O:5][C:4](=[O:6])[C:3]2[CH:7]=[C:8]([CH3:11])[CH:9]=[CH:10][C:2]=2[N:1]=1)[CH2:17][CH3:18]. The yield is 0.660.